Dataset: Reaction yield outcomes from USPTO patents with 853,638 reactions. Task: Predict the reaction yield, written as a fraction of the theoretical maximum amount of product (1.0 means a 100% yield; for example, 0.34 means a 34% yield). (1) The reactants are Cl[C:2]1[CH:7]=[CH:6][C:5]([N+:8]([O-:10])=[O:9])=[CH:4][N:3]=1.[CH3:11][N:12]1[CH2:17][CH2:16][NH:15][CH2:14][CH2:13]1.C(=O)([O-])[O-].[K+].[K+]. No catalyst specified. The product is [CH3:11][N:12]1[CH2:17][CH2:16][N:15]([C:2]2[CH:7]=[CH:6][C:5]([N+:8]([O-:10])=[O:9])=[CH:4][N:3]=2)[CH2:14][CH2:13]1. The yield is 0.866. (2) The reactants are [CH3:1][O:2][C:3]1[CH:4]=[C:5]2[C:10](=[CH:11][C:12]=1[O:13][CH3:14])[N:9]=[CH:8][N:7]=[C:6]2[O:15][C:16]1[CH:22]=[CH:21][C:19]([NH2:20])=[CH:18][CH:17]=1.C1(C)C=CC=CC=1.C(N(CC)CC)C.ClC(Cl)(O[C:41](=[O:47])[O:42][C:43](Cl)(Cl)Cl)Cl.[F:49][C:50]1[CH:59]=[CH:58][CH:57]=[CH:56][C:51]=1[O:52][CH2:53]CO. The catalyst is C(Cl)Cl. The product is [CH3:1][O:2][C:3]1[CH:4]=[C:5]2[C:10](=[CH:11][C:12]=1[O:13][CH3:14])[N:9]=[CH:8][N:7]=[C:6]2[O:15][C:16]1[CH:22]=[CH:21][C:19]([NH:20][C:41](=[O:47])[O:42][CH2:43][CH2:53][O:52][C:51]2[CH:56]=[CH:57][CH:58]=[CH:59][C:50]=2[F:49])=[CH:18][CH:17]=1. The yield is 0.440.